Predict the reactants needed to synthesize the given product. From a dataset of Full USPTO retrosynthesis dataset with 1.9M reactions from patents (1976-2016). (1) The reactants are: Br[C:2]1[CH:7]=[CH:6][C:5]([NH:8][C:9]2[N:31]=[C:12]3[CH:13]=[CH:14][CH:15]=[C:16]([C:17]4[CH:18]=[C:19]([S:23]([NH:26][C:27]([CH3:30])([CH3:29])[CH3:28])(=[O:25])=[O:24])[CH:20]=[CH:21][CH:22]=4)[N:11]3[N:10]=2)=[CH:4][CH:3]=1.[N:32]1([CH2:37][CH2:38][OH:39])[CH2:36][CH2:35][CH2:34][CH2:33]1. Given the product [C:27]([NH:26][S:23]([C:19]1[CH:20]=[CH:21][CH:22]=[C:17]([C:16]2[N:11]3[N:10]=[C:9]([NH:8][C:5]4[CH:6]=[CH:7][C:2]([O:39][CH2:38][CH2:37][N:32]5[CH2:36][CH2:35][CH2:34][CH2:33]5)=[CH:3][CH:4]=4)[N:31]=[C:12]3[CH:13]=[CH:14][CH:15]=2)[CH:18]=1)(=[O:25])=[O:24])([CH3:30])([CH3:29])[CH3:28], predict the reactants needed to synthesize it. (2) Given the product [Br:12][CH2:1][C:2]1[CH:3]=[C:4]2[C:9](=[CH:10][CH:11]=1)[N:8]=[CH:7][CH:6]=[N:5]2, predict the reactants needed to synthesize it. The reactants are: [CH3:1][C:2]1[CH:3]=[C:4]2[C:9](=[CH:10][CH:11]=1)[N:8]=[CH:7][CH:6]=[N:5]2.[Br:12]N1C(=O)CCC1=O.C(OOC(=O)C1C=CC=CC=1)(=O)C1C=CC=CC=1. (3) Given the product [CH2:28]([O:27][C:25]([N:16]1[CH2:17][C@@H:18]([C:19]2[CH:24]=[CH:23][CH:22]=[CH:21][CH:20]=2)[N:14]([CH:11]2[CH2:12][CH2:13][NH:8][CH2:9][CH2:10]2)[C:15]1=[O:30])=[O:26])[CH3:29], predict the reactants needed to synthesize it. The reactants are: C(OC([N:8]1[CH2:13][CH2:12][CH:11]([N:14]2[C@H:18]([C:19]3[CH:24]=[CH:23][CH:22]=[CH:21][CH:20]=3)[CH2:17][N:16]([C:25]([O:27][CH2:28][CH3:29])=[O:26])[C:15]2=[O:30])[CH2:10][CH2:9]1)=O)(C)(C)C.C(O)(C(F)(F)F)=O.